From a dataset of Full USPTO retrosynthesis dataset with 1.9M reactions from patents (1976-2016). Predict the reactants needed to synthesize the given product. (1) Given the product [CH3:20][N:15]1[C:14]2[CH:21]=[CH:22][C:11]([N:7]3[CH2:6][CH:5]([C:3]([NH2:23])=[O:2])[O:9][C:8]3=[O:10])=[CH:12][C:13]=2[S:18][CH2:17][C:16]1=[S:19], predict the reactants needed to synthesize it. The reactants are: C[O:2][C:3]([C@@H:5]1[O:9][C:8](=[O:10])[N:7]([C:11]2[CH:22]=[CH:21][C:14]3[N:15]([CH3:20])[C:16](=[S:19])[CH2:17][S:18][C:13]=3[CH:12]=2)[CH2:6]1)=O.[NH3:23]. (2) Given the product [CH3:11][Si:10]([C:9]#[C:8][C:6]1[CH:5]=[CH:4][N:3]=[C:2]([NH2:44])[CH:7]=1)([CH3:13])[CH3:12], predict the reactants needed to synthesize it. The reactants are: Cl[C:2]1[CH:7]=[C:6]([C:8]#[C:9][Si:10]([CH3:13])([CH3:12])[CH3:11])[CH:5]=[CH:4][N:3]=1.C1(P(C2CCCCC2)C2C=CC=CC=2C2C=CC=CC=2)CCCCC1.[Li+].C[Si]([N-:44][Si](C)(C)C)(C)C.[NH4+].[Cl-]. (3) Given the product [CH3:37][N:5]([CH2:4][CH2:3][S:2][CH3:1])[C:6](=[O:12])[O:7][C:8]([CH3:9])([CH3:11])[CH3:10], predict the reactants needed to synthesize it. The reactants are: [CH3:1][S:2][CH2:3][CH2:4][NH:5][C:6](=[O:12])[O:7][C:8]([CH3:11])([CH3:10])[CH3:9].[H-].[Al+3].[Li+].[H-].[H-].[H-].O.O.O.O.O.O.O.O.O.O.[O-]S([O-])(=O)=O.[Na+].[Na+].O1CCC[CH2:37]1. (4) Given the product [CH3:25][C@@H:3]1[C@H:2]([NH:1][CH2:32][C:29]2[CH:30]=[CH:31][N:26]=[CH:27][CH:28]=2)[CH2:11][C@@H:10]2[C@:5]([CH3:14])([CH2:6][CH2:7][CH2:8][C:9]2([CH3:13])[CH3:12])[C@H:4]1[C:15]([C:17]1[CH:22]=[C:21]([OH:23])[CH:20]=[C:19]([OH:24])[CH:18]=1)=[O:16], predict the reactants needed to synthesize it. The reactants are: [NH2:1][C@@H:2]1[CH2:11][C@@H:10]2[C@:5]([CH3:14])([CH2:6][CH2:7][CH2:8][C:9]2([CH3:13])[CH3:12])[C@@H:4]([C:15]([C:17]2[CH:18]=[C:19]([OH:24])[CH:20]=[C:21]([OH:23])[CH:22]=2)=[O:16])[C@@H:3]1[CH3:25].[N:26]1[CH:31]=[CH:30][C:29]([CH:32]=O)=[CH:28][CH:27]=1.C(O)(=O)C.C(O[BH-](OC(=O)C)OC(=O)C)(=O)C.[Na+]. (5) Given the product [C:1]([NH:5][C:6]([C:8]1[C:16]2[C:11](=[N:12][C:13]([CH3:18])=[C:14]([NH:33][C:31]3[CH:30]=[N:29][N:28]([CH3:27])[CH:32]=3)[N:15]=2)[N:10]([CH2:19][O:20][CH2:21][CH2:22][Si:23]([CH3:26])([CH3:25])[CH3:24])[CH:9]=1)=[O:7])([CH3:4])([CH3:3])[CH3:2], predict the reactants needed to synthesize it. The reactants are: [C:1]([NH:5][C:6]([C:8]1[C:16]2[C:11](=[N:12][C:13]([CH3:18])=[C:14](Br)[N:15]=2)[N:10]([CH2:19][O:20][CH2:21][CH2:22][Si:23]([CH3:26])([CH3:25])[CH3:24])[CH:9]=1)=[O:7])([CH3:4])([CH3:3])[CH3:2].[CH3:27][N:28]1[CH:32]=[C:31]([NH2:33])[CH:30]=[N:29]1.C1(P(C2C=CC=CC=2)C2C=CC3C(=CC=CC=3)C=2C2C3C(=CC=CC=3)C=CC=2P(C2C=CC=CC=2)C2C=CC=CC=2)C=CC=CC=1.CC(C)([O-])C.[Na+]. (6) Given the product [F:18][C:17]1[CH:16]=[CH:15][CH:14]=[C:13]([F:19])[C:12]=1[CH2:11][O:8][C:7]1[C:2]([NH2:1])=[N:3][CH:4]=[CH:5][C:6]=1[F:9], predict the reactants needed to synthesize it. The reactants are: [NH2:1][C:2]1[C:7]([OH:8])=[C:6]([F:9])[CH:5]=[CH:4][N:3]=1.Br[CH2:11][C:12]1[C:17]([F:18])=[CH:16][CH:15]=[CH:14][C:13]=1[F:19].C(=O)([O-])[O-].[Cs+].[Cs+]. (7) Given the product [CH2:25]([O:26][C:27](=[O:28])[CH2:29][CH2:20][C:19]1[CH:30]=[CH:35][C:22]([O:15][CH:6]2[CH2:5][CH2:4][CH2:3][CH2:2][O:1]2)=[CH:23][CH:18]=1)[CH3:24], predict the reactants needed to synthesize it. The reactants are: [O:1]1[CH:6]=[CH:5][CH2:4][CH2:3][CH2:2]1.C[C:18]1[CH:23]=[CH:22]C(S([O-])(=[O:15])=[O:15])=[CH:20][CH:19]=1.[CH:18]1[CH:23]=[CH:22][NH+]=[CH:20][CH:19]=1.[CH3:24][CH2:25][O:26][C:27]([CH3:29])=[O:28].[CH2:30]1[CH2:35]CCCC1. (8) Given the product [Cl:1][C:2]1[CH:7]=[C:6]([C:8]2[CH:13]=[N:12][CH:11]=[C:10]([CH3:14])[N:9]=2)[CH:5]=[CH:4][C:3]=1[C:15]1[C:27](=[O:28])[N:26]([CH2:29][C:30]2([OH:36])[CH2:35][CH2:34][N:33]([CH3:39])[CH2:32][CH2:31]2)[C:18]2[N:19]=[C:20]([NH:23][CH2:24][CH3:25])[N:21]=[CH:22][C:17]=2[CH:16]=1, predict the reactants needed to synthesize it. The reactants are: [Cl:1][C:2]1[CH:7]=[C:6]([C:8]2[CH:13]=[N:12][CH:11]=[C:10]([CH3:14])[N:9]=2)[CH:5]=[CH:4][C:3]=1[C:15]1[C:27](=[O:28])[N:26]([CH2:29][C:30]2([OH:36])[CH2:35][CH2:34][NH:33][CH2:32][CH2:31]2)[C:18]2[N:19]=[C:20]([NH:23][CH2:24][CH3:25])[N:21]=[CH:22][C:17]=2[CH:16]=1.C=O.[CH3:39]C(O)=O.[BH4-].[Na+]. (9) Given the product [Cl:12][C:9]1[CH:10]=[C:11]2[C:6](=[CH:7][CH:8]=1)[N:5]=[C:4]([NH:13][CH2:14][C:15]1[CH:20]=[CH:19][C:18]([F:21])=[CH:17][C:16]=1[O:22][CH3:23])[CH:3]=[C:2]2[NH:28][CH2:27][CH2:26][O:25][CH3:24], predict the reactants needed to synthesize it. The reactants are: Br[C:2]1[C:11]2[C:6](=[CH:7][CH:8]=[C:9]([Cl:12])[CH:10]=2)[N:5]=[C:4]([NH:13][CH2:14][C:15]2[CH:20]=[CH:19][C:18]([F:21])=[CH:17][C:16]=2[O:22][CH3:23])[CH:3]=1.[CH3:24][O:25][CH2:26][CH2:27][NH2:28].